From a dataset of Catalyst prediction with 721,799 reactions and 888 catalyst types from USPTO. Predict which catalyst facilitates the given reaction. (1) Reactant: Cl.[NH2:2][C:3](N)([CH3:7])[C:4]([OH:6])=[O:5].[C:9]([C:14]1[CH:19]=[CH:18][C:17]([C@H:20]2[CH2:25][CH2:24][C@H:23]([C:26]([O:28][CH3:29])=[O:27])[CH2:22][CH2:21]2)=[CH:16][CH:15]=1)(=O)[C:10]([CH3:12])=O.C([N:32](CC)CC)C. Product: [CH3:29][O:28][C:26]([C@H:23]1[CH2:24][CH2:25][C@H:20]([C:17]2[CH:18]=[CH:19][C:14]([C:9]3[N:2]=[C:3]([C:4]([OH:6])=[O:5])[CH:7]=[N:32][C:10]=3[CH3:12])=[CH:15][CH:16]=2)[CH2:21][CH2:22]1)=[O:27]. The catalyst class is: 5. (2) Reactant: [Cl:1][C:2]1[N:3]=[C:4]([C:9]([OH:11])=O)[NH:5][C:6]=1[CH2:7][CH3:8].S(Cl)(Cl)=O.[NH2:16][C:17]1[CH:22]=[CH:21][C:20]([C:23]2[O:24][C:25]([CH3:32])=[C:26]([C:28]([O:30][CH3:31])=[O:29])[N:27]=2)=[CH:19][C:18]=1[CH3:33]. Product: [CH3:31][O:30][C:28]([C:26]1[N:27]=[C:23]([C:20]2[CH:21]=[CH:22][C:17]([NH:16][C:9]([C:4]3[NH:5][C:6]([CH2:7][CH3:8])=[C:2]([Cl:1])[N:3]=3)=[O:11])=[C:18]([CH3:33])[CH:19]=2)[O:24][C:25]=1[CH3:32])=[O:29]. The catalyst class is: 17. (3) Reactant: [CH3:1][C:2]1[CH:7]=[CH:6][CH:5]=[C:4]([CH3:8])[C:3]=1[NH:9][C:10]1[N:14]2[CH:15]=[C:16]([F:19])[CH:17]=[CH:18][C:13]2=[N:12][C:11]=1[C:20]1[CH:28]=[CH:27][CH:26]=[CH:25][C:21]=1[C:22](O)=[O:23].[CH3:29][NH:30][C:31](=[S:34])[NH:32][NH2:33].O. Product: [CH3:8][C:4]1[CH:5]=[CH:6][CH:7]=[C:2]([CH3:1])[C:3]=1[NH:9][C:10]1[N:14]2[CH:15]=[C:16]([F:19])[CH:17]=[CH:18][C:13]2=[N:12][C:11]=1[C:20]1[CH:28]=[CH:27][CH:26]=[CH:25][C:21]=1[C:22]([NH:33][NH:32][C:31]([NH:30][CH3:29])=[S:34])=[O:23]. The catalyst class is: 3. (4) Reactant: [CH2:1]([C:3]1[C:4]([O:11][CH3:12])=[CH:5][C:6]([CH2:9][OH:10])=[N:7][CH:8]=1)[CH3:2].C(Cl)(Cl)Cl. Product: [CH2:1]([C:3]1[C:4]([O:11][CH3:12])=[CH:5][C:6]([CH:9]=[O:10])=[N:7][CH:8]=1)[CH3:2]. The catalyst class is: 327. (5) Reactant: C[CH2:2][N:3]=[C:4]=NCCCN(C)C.[ClH:12].C(N(C(C)C)CC)(C)C.Cl.CNC.[C:26]1([C:32]#[C:33][C:34]2[CH:35]=[N:36][CH:37]=[C:38]([CH:42]=2)[C:39](O)=[O:40])[CH:31]=[CH:30][CH:29]=[CH:28][CH:27]=1. Product: [ClH:12].[CH3:2][N:3]([CH3:4])[C:39](=[O:40])[C:38]1[CH:42]=[C:34]([C:33]#[C:32][C:26]2[CH:31]=[CH:30][CH:29]=[CH:28][CH:27]=2)[CH:35]=[N:36][CH:37]=1. The catalyst class is: 54. (6) Reactant: [CH3:1][O:2][C:3]1[CH:4]=[C:5]2[C:10](=[CH:11][CH:12]=1)[N:9]=[CH:8][CH:7]=[C:6]2[C@@H:13]1[CH2:15][O:14]1.[C:16]([O:20][C:21]([N:23]1[CH2:28][CH2:27][NH:26][CH2:25][CH2:24]1)=[O:22])([CH3:19])([CH3:18])[CH3:17].Cl([O-])(=O)(=O)=O.[Li+]. Product: [C:16]([O:20][C:21]([N:23]1[CH2:28][CH2:27][N:26]([CH2:15][C@H:13]([OH:14])[C:6]2[C:5]3[C:10](=[CH:11][CH:12]=[C:3]([O:2][CH3:1])[CH:4]=3)[N:9]=[CH:8][CH:7]=2)[CH2:25][CH2:24]1)=[O:22])([CH3:19])([CH3:17])[CH3:18]. The catalyst class is: 10.